Dataset: Forward reaction prediction with 1.9M reactions from USPTO patents (1976-2016). Task: Predict the product of the given reaction. (1) Given the reactants [NH:1]=[C:2]([C:27]1[CH:32]=[CH:31][CH:30]=[CH:29][CH:28]=1)[C:3]1[CH:8]=[CH:7][CH:6]=[C:5]([CH3:9])[C:4]=1[C:10]1[CH:11]=[C:12]2[C:17](=[CH:18][CH:19]=1)[N:16]=[C:15]([NH2:20])[C:14]([N:21]1[CH2:26][CH2:25][O:24][CH2:23][CH2:22]1)=[CH:13]2.[BH4-].[Na+].CC(C)=O, predict the reaction product. The product is: [NH2:1][CH:2]([C:27]1[CH:28]=[CH:29][CH:30]=[CH:31][CH:32]=1)[C:3]1[CH:8]=[CH:7][CH:6]=[C:5]([CH3:9])[C:4]=1[C:10]1[CH:11]=[C:12]2[C:17](=[CH:18][CH:19]=1)[N:16]=[C:15]([NH2:20])[C:14]([N:21]1[CH2:22][CH2:23][O:24][CH2:25][CH2:26]1)=[CH:13]2. (2) Given the reactants [O:1]([C:8]1[C:13]([CH3:14])=[CH:12][C:11]([N+:15]([O-])=O)=[C:10]([CH3:18])[CH:9]=1)[C:2]1[CH:7]=[CH:6][CH:5]=[CH:4][CH:3]=1.[Sn](Cl)(Cl)(Cl)Cl.C([O-])(O)=O.[Na+], predict the reaction product. The product is: [O:1]([C:8]1[CH:9]=[C:10]([CH3:18])[C:11](=[CH:12][C:13]=1[CH3:14])[NH2:15])[C:2]1[CH:3]=[CH:4][CH:5]=[CH:6][CH:7]=1. (3) Given the reactants [Br:1][C:2]1[CH:9]=[CH:8][C:5]([CH:6]=O)=[C:4]([F:10])[CH:3]=1.[C:11]([NH2:15])([CH3:14])([CH3:13])[CH3:12], predict the reaction product. The product is: [Br:1][C:2]1[CH:9]=[CH:8][C:5]([CH:6]=[N:15][C:11]([CH3:14])([CH3:13])[CH3:12])=[C:4]([F:10])[CH:3]=1. (4) Given the reactants Cl[CH2:2][CH2:3][NH:4][C:5]([C:7]1[NH:8][C:9]([CH3:16])=[C:10]([C:13](=[O:15])[CH3:14])[C:11]=1[CH3:12])=[O:6].CCN(CC)CC, predict the reaction product. The product is: [C:13]([C:10]1[C:11]([CH3:12])=[C:7]2[C:5](=[O:6])[NH:4][CH2:3][CH2:2][N:8]2[C:9]=1[CH3:16])(=[O:15])[CH3:14]. (5) Given the reactants [O:1]1[CH:5]=[CH:4][CH:3]=[C:2]1[C:6]1[C:7]2[NH:15][N:14]=[N:13][C:8]=2[N:9]=[C:10]([NH2:12])[N:11]=1.[H-].[Na+].Br[CH2:19][C:20]1[CH:35]=[CH:34][C:23]2[N:24]([C:27]([O:29][C:30]([CH3:33])([CH3:32])[CH3:31])=[O:28])[N:25]=[N:26][C:22]=2[CH:21]=1, predict the reaction product. The product is: [NH2:12][C:10]1[N:11]=[C:6]([C:2]2[O:1][CH:5]=[CH:4][CH:3]=2)[C:7]2[N:15]=[N:14][N:13]([CH2:19][C:20]3[CH:35]=[CH:34][C:23]4[N:24]([C:27]([O:29][C:30]([CH3:31])([CH3:33])[CH3:32])=[O:28])[N:25]=[N:26][C:22]=4[CH:21]=3)[C:8]=2[N:9]=1. (6) Given the reactants [NH2:1][C:2]([NH:4][C:5]1[C:6]([C:18]([NH2:20])=[O:19])=[N:7][N:8]([C:10]2[CH:15]=[CH:14][C:13](I)=[C:12]([Cl:17])[CH:11]=2)[CH:9]=1)=[O:3].C(N(CC)C(C)C)(C)C.C(O)CO.[F:34][C:35]1[CH:40]=[CH:39][C:38]([SH:41])=[CH:37][CH:36]=1.C([O-])([O-])=O.[Na+].[Na+], predict the reaction product. The product is: [NH2:1][C:2]([NH:4][C:5]1[C:6]([C:18]([NH2:20])=[O:19])=[N:7][N:8]([C:10]2[CH:15]=[CH:14][C:13]([S:41][C:38]3[CH:39]=[CH:40][C:35]([F:34])=[CH:36][CH:37]=3)=[C:12]([Cl:17])[CH:11]=2)[CH:9]=1)=[O:3].